Dataset: Peptide-MHC class I binding affinity with 185,985 pairs from IEDB/IMGT. Task: Regression. Given a peptide amino acid sequence and an MHC pseudo amino acid sequence, predict their binding affinity value. This is MHC class I binding data. (1) The binding affinity (normalized) is 0.213. The peptide sequence is GPSVASRAL. The MHC is HLA-B53:01 with pseudo-sequence HLA-B53:01. (2) The peptide sequence is VPMEKLKAL. The MHC is HLA-B35:01 with pseudo-sequence HLA-B35:01. The binding affinity (normalized) is 0.187. (3) The peptide sequence is WIGQTSHGW. The MHC is HLA-B15:02 with pseudo-sequence HLA-B15:02. The binding affinity (normalized) is 0.0847. (4) The peptide sequence is LFAGTHITM. The MHC is HLA-A24:02 with pseudo-sequence HLA-A24:02. The binding affinity (normalized) is 0.404. (5) The peptide sequence is KRIRLKHIF. The MHC is HLA-A02:06 with pseudo-sequence HLA-A02:06. The binding affinity (normalized) is 0.0847. (6) The peptide sequence is FLLRHLSSV. The MHC is HLA-A02:03 with pseudo-sequence HLA-A02:03. The binding affinity (normalized) is 0.942. (7) The peptide sequence is APEEKYLSM. The MHC is HLA-B18:01 with pseudo-sequence HLA-B18:01. The binding affinity (normalized) is 0.0847. (8) The peptide sequence is DEVEFLGHY. The MHC is HLA-B15:01 with pseudo-sequence HLA-B15:01. The binding affinity (normalized) is 0.213. (9) The peptide sequence is KLQWLFAAL. The MHC is HLA-A02:11 with pseudo-sequence HLA-A02:11. The binding affinity (normalized) is 0.936.